From a dataset of Reaction yield outcomes from USPTO patents with 853,638 reactions. Predict the reaction yield, written as a fraction of the theoretical maximum amount of product (1.0 means a 100% yield; for example, 0.34 means a 34% yield). (1) The reactants are O1[C:5]2([CH2:10][CH2:9][N:8]([C:11]3[CH:12]=[CH:13][C:14]([CH3:32])=[C:15]([CH:31]=3)[C:16]([NH:18][C:19]3[C:20]([CH3:30])=[C:21]([CH:26]=[CH:27][C:28]=3[CH3:29])[C:22]([O:24][CH3:25])=[O:23])=[O:17])[CH2:7][CH2:6]2)[O:4]CC1.Cl. The catalyst is C1COCC1. The product is [CH3:30][C:20]1[C:19]([NH:18][C:16](=[O:17])[C:15]2[CH:31]=[C:11]([N:8]3[CH2:7][CH2:6][C:5](=[O:4])[CH2:10][CH2:9]3)[CH:12]=[CH:13][C:14]=2[CH3:32])=[C:28]([CH3:29])[CH:27]=[CH:26][C:21]=1[C:22]([O:24][CH3:25])=[O:23]. The yield is 0.534. (2) The reactants are I[C:2]1[C:7]([O:8][C:9]2[C:18]3[C:13](=[CH:14][C:15]([O:21][CH3:22])=[C:16]([O:19][CH3:20])[CH:17]=3)[N:12]=[CH:11][CH:10]=2)=[CH:6][CH:5]=[C:4]([CH3:23])[N:3]=1.[CH3:24][O:25][C:26]1[CH:31]=[CH:30][C:29](B(O)O)=[CH:28][CH:27]=1.C(=O)([O-])O.[Na+]. The catalyst is C1(C)C=CC=CC=1. The product is [CH3:20][O:19][C:16]1[CH:17]=[C:18]2[C:13](=[CH:14][C:15]=1[O:21][CH3:22])[N:12]=[CH:11][CH:10]=[C:9]2[O:8][C:7]1[C:2]([C:29]2[CH:30]=[CH:31][C:26]([O:25][CH3:24])=[CH:27][CH:28]=2)=[N:3][C:4]([CH3:23])=[CH:5][CH:6]=1. The yield is 0.800.